Dataset: Full USPTO retrosynthesis dataset with 1.9M reactions from patents (1976-2016). Task: Predict the reactants needed to synthesize the given product. (1) Given the product [CH2:1]([N:8]1[C:12]2[CH:13]=[CH:14][CH:15]=[C:16]([OH:17])[C:11]=2[NH:10][C:9]1=[O:25])[C:2]1[CH:3]=[CH:4][CH:5]=[CH:6][CH:7]=1, predict the reactants needed to synthesize it. The reactants are: [CH2:1]([N:8]1[C:12]2[CH:13]=[CH:14][CH:15]=[C:16]([O:17]CC3C=CC=CC=3)[C:11]=2[NH:10][C:9]1=[O:25])[C:2]1[CH:7]=[CH:6][CH:5]=[CH:4][CH:3]=1.C1COCC1. (2) Given the product [CH3:2][C:1]1[O:12][C:6]([C:7]([O:9][CH2:10][CH3:11])=[O:8])=[N:5][N:4]=1, predict the reactants needed to synthesize it. The reactants are: [C:1]([NH:4][NH:5][C:6](=[O:12])[C:7]([O:9][CH2:10][CH3:11])=[O:8])(=O)[CH3:2].C(N(CC)CC)C. (3) Given the product [N:1]([C:4]1[C:5]2[NH:12][CH:11]=[C:10]([C@@H:13]3[N:17]([C:18]([O:20][C:21]([CH3:24])([CH3:23])[CH3:22])=[O:19])[C@H:16]([CH2:25][O:26][C:41](=[O:42])[C@@H:40]([NH:39][C:37]([O:36][C:32]([CH3:33])([CH3:35])[CH3:34])=[O:38])[CH:44]([CH3:46])[CH3:45])[C@H:15]4[O:27][C:28]([CH3:31])([CH3:30])[O:29][C@@H:14]34)[C:6]=2[N:7]=[CH:8][N:9]=1)=[N+:2]=[N-:3], predict the reactants needed to synthesize it. The reactants are: [N:1]([C:4]1[C:5]2[NH:12][CH:11]=[C:10]([C@@H:13]3[N:17]([C:18]([O:20][C:21]([CH3:24])([CH3:23])[CH3:22])=[O:19])[C@@H:16]([CH2:25][OH:26])[C@H:15]4[O:27][C:28]([CH3:31])([CH3:30])[O:29][C@@H:14]34)[C:6]=2[N:7]=[CH:8][N:9]=1)=[N+:2]=[N-:3].[C:32]([O:36][C:37]([NH:39][C@@H:40]([CH:44]([CH3:46])[CH3:45])[C:41](O)=[O:42])=[O:38])([CH3:35])([CH3:34])[CH3:33].CCN=C=NCCCN(C)C. (4) Given the product [I:1][C:2]1[CH:3]=[CH:4][C:5]([C:8]2([C:12]([OH:17])=[O:14])[CH2:11][CH2:10][CH2:9]2)=[N:6][CH:7]=1, predict the reactants needed to synthesize it. The reactants are: [I:1][C:2]1[CH:3]=[CH:4][C:5]([C:8]2([C:12]#N)[CH2:11][CH2:10][CH2:9]2)=[N:6][CH:7]=1.[OH2:14].CC(O)=[O:17].S(=O)(=O)(O)O. (5) Given the product [Cl:1][C:2]1[CH:3]=[CH:4][C:5]([C:8]([NH:21][CH2:20][C:16]2[CH:15]=[C:14]3[C:19](=[CH:18][CH:17]=2)[NH:11][CH:12]=[CH:13]3)=[O:10])=[N:6][CH:7]=1, predict the reactants needed to synthesize it. The reactants are: [Cl:1][C:2]1[CH:3]=[CH:4][C:5]([C:8]([OH:10])=O)=[N:6][CH:7]=1.[NH:11]1[C:19]2[C:14](=[CH:15][C:16]([CH2:20][NH2:21])=[CH:17][CH:18]=2)[CH:13]=[CH:12]1.N.